From a dataset of Forward reaction prediction with 1.9M reactions from USPTO patents (1976-2016). Predict the product of the given reaction. (1) Given the reactants [Cl:1][C:2]1[N:7]=[C:6]([C:8]2[S:12][C:11]([NH:13][CH2:14][CH2:15][O:16][CH3:17])=[N:10][C:9]=2[C:18]2[CH:23]=[CH:22][CH:21]=[C:20]([O:24][CH3:25])[CH:19]=2)[CH:5]=[CH:4][N:3]=1.[Cl:26][C:27]1[CH:28]=[C:29]([NH2:39])[CH:30]=[CH:31][C:32]=1[N:33]1[CH2:38][CH2:37][O:36][CH2:35][CH2:34]1, predict the reaction product. The product is: [ClH:1].[Cl:26][C:27]1[CH:28]=[C:29]([NH:39][C:2]2[N:7]=[C:6]([C:8]3[S:12][C:11]([NH:13][CH2:14][CH2:15][O:16][CH3:17])=[N:10][C:9]=3[C:18]3[CH:23]=[CH:22][CH:21]=[C:20]([O:24][CH3:25])[CH:19]=3)[CH:5]=[CH:4][N:3]=2)[CH:30]=[CH:31][C:32]=1[N:33]1[CH2:34][CH2:35][O:36][CH2:37][CH2:38]1. (2) Given the reactants F[C:2]1[C:20]2[C:19](=[O:21])[C:18]([C:22]([OH:24])=[O:23])=[CH:17][N:7]3[C@H:8]([C:11]4[CH:16]=[CH:15][CH:14]=[CH:13][CH:12]=4)[CH2:9][O:10][C:5]([C:6]=23)=[C:4]([NH:25][CH2:26][CH2:27][NH:28][C:29]2[CH:34]=[CH:33][CH:32]=[CH:31][N:30]=2)[C:3]=1[F:35].[CH3:36][O:37][C:38]1[CH:45]=[CH:44][C:41]([CH2:42][NH2:43])=[CH:40][CH:39]=1, predict the reaction product. The product is: [F:35][C:3]1[C:4]([NH:25][CH2:26][CH2:27][NH:28][C:29]2[CH:34]=[CH:33][CH:32]=[CH:31][N:30]=2)=[C:5]2[O:10][CH2:9][C@@H:8]([C:11]3[CH:12]=[CH:13][CH:14]=[CH:15][CH:16]=3)[N:7]3[CH:17]=[C:18]([C:22]([OH:24])=[O:23])[C:19](=[O:21])[C:20]([C:2]=1[NH:43][CH2:42][C:41]1[CH:44]=[CH:45][C:38]([O:37][CH3:36])=[CH:39][CH:40]=1)=[C:6]23. (3) Given the reactants C(OC(=O)[NH:7][CH2:8][CH2:9][S:10][C:11]1[CH:16]=[C:15]([C:17]2[C:21]3[CH2:22][N:23]([S:26]([CH3:29])(=[O:28])=[O:27])[CH2:24][CH2:25][C:20]=3[N:19]([CH2:30][CH:31]([OH:45])[CH2:32][N:33]3[CH2:38][CH2:37][CH:36]([N:39]4[CH2:43][CH2:42][CH2:41][C:40]4=[O:44])[CH2:35][CH2:34]3)[N:18]=2)[CH:14]=[CH:13][C:12]=1[C:46]([F:49])([F:48])[F:47])(C)(C)C.FC(F)(F)C(O)=O.C([SiH](CC)CC)C, predict the reaction product. The product is: [NH2:7][CH2:8][CH2:9][S:10][C:11]1[CH:16]=[C:15]([C:17]2[C:21]3[CH2:22][N:23]([S:26]([CH3:29])(=[O:28])=[O:27])[CH2:24][CH2:25][C:20]=3[N:19]([CH2:30][CH:31]([OH:45])[CH2:32][N:33]3[CH2:34][CH2:35][CH:36]([N:39]4[CH2:43][CH2:42][CH2:41][C:40]4=[O:44])[CH2:37][CH2:38]3)[N:18]=2)[CH:14]=[CH:13][C:12]=1[C:46]([F:49])([F:47])[F:48]. (4) The product is: [CH3:1][C:2]1[N:10]([CH:11]([C:13]2[CH:14]=[CH:15][CH:16]=[CH:17][CH:18]=2)[CH3:12])[C:5]2=[CH:6][N:7]=[CH:8][CH:9]=[C:4]2[C:3]=1[C:19]([OH:21])=[O:20]. Given the reactants [CH3:1][C:2]1[N:10]([CH:11]([C:13]2[CH:18]=[CH:17][CH:16]=[CH:15][CH:14]=2)[CH3:12])[C:5]2=[CH:6][N:7]=[CH:8][CH:9]=[C:4]2[C:3]=1[C:19]([O:21]C)=[O:20].[OH-].[K+].Cl, predict the reaction product.